From a dataset of Full USPTO retrosynthesis dataset with 1.9M reactions from patents (1976-2016). Predict the reactants needed to synthesize the given product. (1) Given the product [CH3:2][O:3][C:4]1[CH:5]=[C:6]([C:12]2[C:13]([CH3:25])([CH3:24])[C:14](=[O:23])[N:15]([CH:17]3[CH2:22][CH2:21][N:20]([C:42](=[O:43])[CH2:41][NH:40][C:33](=[O:34])[O:35][C:36]([CH3:37])([CH3:38])[CH3:39])[CH2:19][CH2:18]3)[N:16]=2)[CH:7]=[CH:8][C:9]=1[O:10][CH3:11], predict the reactants needed to synthesize it. The reactants are: Cl.[CH3:2][O:3][C:4]1[CH:5]=[C:6]([C:12]2[C:13]([CH3:25])([CH3:24])[C:14](=[O:23])[N:15]([CH:17]3[CH2:22][CH2:21][NH:20][CH2:19][CH2:18]3)[N:16]=2)[CH:7]=[CH:8][C:9]=1[O:10][CH3:11].C(N(CC)CC)C.[C:33]([NH:40][CH2:41][C:42](O)=[O:43])([O:35][C:36]([CH3:39])([CH3:38])[CH3:37])=[O:34].Cl.CN(C)CCCN=C=NCC. (2) Given the product [F:1][C:2]1[CH:7]=[C:6]([O:8][CH2:9][C:10]2[S:11][C:12]([CH:17]=[O:18])=[C:13]([O:15][CH3:16])[CH:14]=2)[CH:5]=[CH:4][C:3]=1[CH2:19][CH2:20][C:21]([O:23][CH2:24][CH3:25])=[O:22], predict the reactants needed to synthesize it. The reactants are: [F:1][C:2]1[CH:7]=[C:6]([O:8][CH2:9][C:10]2[S:11][C:12]([CH2:17][OH:18])=[C:13]([O:15][CH3:16])[CH:14]=2)[CH:5]=[CH:4][C:3]=1[CH2:19][CH2:20][C:21]([O:23][CH2:24][CH3:25])=[O:22].CC(OI1(OC(C)=O)(OC(C)=O)OC(=O)C2C=CC=CC1=2)=O. (3) Given the product [Cl:24][S:25]([C:12]1[CH:13]=[CH:14][C:9]([O:8][C:7]2[C:2]([F:1])=[CH:3][C:4](/[CH:16]=[C:17](\[CH3:23])/[C:18]([O:20][CH2:21][CH3:22])=[O:19])=[CH:5][C:6]=2[F:15])=[CH:10][CH:11]=1)(=[O:27])=[O:26], predict the reactants needed to synthesize it. The reactants are: [F:1][C:2]1[CH:3]=[C:4](/[CH:16]=[C:17](\[CH3:23])/[C:18]([O:20][CH2:21][CH3:22])=[O:19])[CH:5]=[C:6]([F:15])[C:7]=1[O:8][C:9]1[CH:14]=[CH:13][CH:12]=[CH:11][CH:10]=1.[Cl:24][S:25](O)(=[O:27])=[O:26].